From a dataset of TCR-epitope binding with 47,182 pairs between 192 epitopes and 23,139 TCRs. Binary Classification. Given a T-cell receptor sequence (or CDR3 region) and an epitope sequence, predict whether binding occurs between them. (1) Result: 1 (the TCR binds to the epitope). The TCR CDR3 sequence is CASSIPNSGAVNEQFF. The epitope is RAKFKQLL. (2) The epitope is TAFTIPSI. The TCR CDR3 sequence is CASSQVSATYEQYF. Result: 0 (the TCR does not bind to the epitope). (3) The epitope is LVLSVNPYV. The TCR CDR3 sequence is CASSFTGYNEQFF. Result: 0 (the TCR does not bind to the epitope). (4) The epitope is RAKFKQLL. The TCR CDR3 sequence is CASSLRFPDIGEQYF. Result: 1 (the TCR binds to the epitope). (5) The epitope is LPPAYTNSF. Result: 1 (the TCR binds to the epitope). The TCR CDR3 sequence is CASSPTDLYQETQYF. (6) The epitope is FLPRVFSAV. The TCR CDR3 sequence is CSGWYNEQFF. Result: 1 (the TCR binds to the epitope). (7) The epitope is EPLPQGQLTAY. Result: 1 (the TCR binds to the epitope). The TCR CDR3 sequence is CASSIDLRGYQNIQYF. (8) The epitope is FLNGSCGSV. The TCR CDR3 sequence is CASSQEGQINSPLHF. Result: 1 (the TCR binds to the epitope). (9) The epitope is ILGLPTQTV. The TCR CDR3 sequence is CASSSGQPYEQYF. Result: 1 (the TCR binds to the epitope). (10) The epitope is ELAGIGILTV. Result: 1 (the TCR binds to the epitope). The TCR CDR3 sequence is CASTGYMNTEAFF.